Dataset: Full USPTO retrosynthesis dataset with 1.9M reactions from patents (1976-2016). Task: Predict the reactants needed to synthesize the given product. (1) Given the product [CH2:22]([O:1][C:2]1[CH:3]=[CH:4][C:5]([CH2:8][CH2:9][C:10]([O:12][CH3:13])=[O:11])=[CH:6][CH:7]=1)[CH:21]=[CH2:20], predict the reactants needed to synthesize it. The reactants are: [OH:1][C:2]1[CH:7]=[CH:6][C:5]([CH2:8][CH2:9][C:10]([O:12][CH3:13])=[O:11])=[CH:4][CH:3]=1.C([O-])([O-])=O.[K+].[K+].[CH2:20](Br)[CH:21]=[CH2:22]. (2) Given the product [Cl:9][C:10]1[CH:15]=[CH:14][C:13]([NH:16][C:17](=[O:27])/[CH:18]=[CH:19]/[C:20]2[CH:25]=[CH:24][CH:23]=[C:22]([O:26][C:33]3[N:41]=[CH:40][N:39]=[C:38]4[C:34]=3[N:35]=[CH:36][NH:37]4)[CH:21]=2)=[CH:12][C:11]=1[C:28]([F:29])([F:30])[F:31], predict the reactants needed to synthesize it. The reactants are: N12CCN(CC1)CC2.[Cl:9][C:10]1[CH:15]=[CH:14][C:13]([NH:16][C:17](=[O:27])/[CH:18]=[CH:19]/[C:20]2[CH:25]=[CH:24][CH:23]=[C:22]([OH:26])[CH:21]=2)=[CH:12][C:11]=1[C:28]([F:31])([F:30])[F:29].Cl[C:33]1[N:41]=[CH:40][N:39]=[C:38]2[C:34]=1[N:35]=[CH:36][NH:37]2. (3) Given the product [O:1]1[C:5]2([CH2:9][CH2:8][NH:7][CH2:6]2)[O:4][CH2:3][CH2:2]1, predict the reactants needed to synthesize it. The reactants are: [O:1]1[C:5]2([CH2:9][CH2:8][N:7](C(OCC3C=CC=CC=3)=O)[CH2:6]2)[O:4][CH2:3][CH2:2]1.